Dataset: Peptide-MHC class I binding affinity with 185,985 pairs from IEDB/IMGT. Task: Regression. Given a peptide amino acid sequence and an MHC pseudo amino acid sequence, predict their binding affinity value. This is MHC class I binding data. (1) The peptide sequence is FLADYRGKT. The MHC is HLA-A31:01 with pseudo-sequence HLA-A31:01. The binding affinity (normalized) is 0.0847. (2) The peptide sequence is WSILRQRCW. The MHC is HLA-A02:01 with pseudo-sequence HLA-A02:01. The binding affinity (normalized) is 0.0847. (3) The peptide sequence is FYHISTGGY. The MHC is HLA-B08:02 with pseudo-sequence HLA-B08:02. The binding affinity (normalized) is 0.0847. (4) The peptide sequence is GVDGGWQAL. The MHC is HLA-A02:12 with pseudo-sequence HLA-A02:12. The binding affinity (normalized) is 0.330.